Dataset: Forward reaction prediction with 1.9M reactions from USPTO patents (1976-2016). Task: Predict the product of the given reaction. (1) Given the reactants [Cl:1][CH2:2][CH2:3][CH2:4][C:5](Cl)=[O:6].[CH3:8][O:9][C:10](=[O:19])[C:11]1[CH:16]=[CH:15][C:14]([Cl:17])=[C:13]([NH2:18])[CH:12]=1.CCN(CC)CC, predict the reaction product. The product is: [CH3:8][O:9][C:10](=[O:19])[C:11]1[CH:16]=[CH:15][C:14]([Cl:17])=[C:13]([NH:18][C:5](=[O:6])[CH2:4][CH2:3][CH2:2][Cl:1])[CH:12]=1. (2) The product is: [ClH:10].[CH:1]1([N:4]2[CH2:9][CH2:8][N:7]([C:11]3[CH:20]=[CH:19][C:18]4[C:13](=[CH:14][C:15]([F:23])=[C:16]([O:21][CH3:22])[CH:17]=4)[N:12]=3)[CH2:6][CH2:5]2)[CH2:3][CH2:2]1. Given the reactants [CH:1]1([N:4]2[CH2:9][CH2:8][NH:7][CH2:6][CH2:5]2)[CH2:3][CH2:2]1.[Cl:10][C:11]1[CH:20]=[CH:19][C:18]2[C:13](=[CH:14][C:15]([F:23])=[C:16]([O:21][CH3:22])[CH:17]=2)[N:12]=1, predict the reaction product.